Predict the reactants needed to synthesize the given product. From a dataset of Full USPTO retrosynthesis dataset with 1.9M reactions from patents (1976-2016). (1) Given the product [CH3:25][N:26]1[C:34]2[C:29](=[CH:30][CH:31]=[CH:32][CH:33]=2)[C:28]([C:35]([NH:22][CH2:21][C:20]([C:15]2[CH:14]=[CH:13][C:12]3[C:17](=[CH:18][CH:19]=[C:10]([O:9][CH3:8])[CH:11]=3)[CH:16]=2)=[O:23])=[O:36])=[CH:27]1, predict the reactants needed to synthesize it. The reactants are: C(N(CC)CC)C.[CH3:8][O:9][C:10]1[CH:11]=[C:12]2[C:17](=[CH:18][CH:19]=1)[CH:16]=[C:15]([C:20](=[O:23])[CH2:21][NH3+:22])[CH:14]=[CH:13]2.[Cl-].[CH3:25][N:26]1[C:34]2[C:29](=[CH:30][CH:31]=[CH:32][CH:33]=2)[C:28]([C:35](Cl)=[O:36])=[CH:27]1. (2) The reactants are: [CH3:1][CH2:2][CH2:3][CH2:4][CH2:5][CH2:6][CH2:7][CH2:8][CH2:9][CH2:10][CH2:11][CH2:12][O:13][C:14]([CH:16]([N:18]([CH3:20])[CH3:19])[CH3:17])=[O:15].[P:21](=[O:25])([OH:24])([OH:23])[OH:22]. Given the product [P:21](=[O:22])([OH:25])([OH:24])[OH:23].[CH3:19][N:18]([CH3:20])[CH:16]([CH3:17])[C:14]([O:13][CH2:12][CH2:11][CH2:10][CH2:9][CH2:8][CH2:7][CH2:6][CH2:5][CH2:4][CH2:3][CH2:2][CH3:1])=[O:15], predict the reactants needed to synthesize it. (3) The reactants are: [NH2:1][N:2]1[N:11]=[C:10]([S:12]([C:15]2[CH:20]=[CH:19][CH:18]=[CH:17][CH:16]=2)(=[O:14])=[O:13])[C:9]2[C:4](=[CH:5][CH:6]=[CH:7][CH:8]=2)[C:3]1=[O:21].[F:22][C:23]1[CH:28]=[CH:27][C:26]([CH2:29][C:30](O)=[O:31])=[CH:25][CH:24]=1. Given the product [F:22][C:23]1[CH:28]=[CH:27][C:26]([CH2:29][C:30]([NH:1][N:2]2[N:11]=[C:10]([S:12]([C:15]3[CH:16]=[CH:17][CH:18]=[CH:19][CH:20]=3)(=[O:14])=[O:13])[C:9]3[C:4](=[CH:5][CH:6]=[CH:7][CH:8]=3)[C:3]2=[O:21])=[O:31])=[CH:25][CH:24]=1, predict the reactants needed to synthesize it. (4) Given the product [F:1][C:2]([F:27])([F:26])[C:3]1[CH:4]=[C:5]([NH:9][C:10]([C:12]2[CH:13]=[C:14]3[C:19](=[CH:20][CH:21]=2)[C:18]([C:28]#[N:29])=[N:17][N:16]=[C:15]3[N:23]([CH3:25])[CH3:24])=[O:11])[CH:6]=[CH:7][CH:8]=1, predict the reactants needed to synthesize it. The reactants are: [F:1][C:2]([F:27])([F:26])[C:3]1[CH:4]=[C:5]([NH:9][C:10]([C:12]2[CH:13]=[C:14]3[C:19](=[CH:20][CH:21]=2)[C:18](I)=[N:17][N:16]=[C:15]3[N:23]([CH3:25])[CH3:24])=[O:11])[CH:6]=[CH:7][CH:8]=1.[C:28]([Cu])#[N:29]. (5) Given the product [O:35]1[CH:39]=[N:38][N:37]=[C:36]1[CH2:40][O:41][C:42]1[CH:43]=[CH:44][C:45]([NH:48][S:49]([C:52]2[CH:53]=[CH:54][C:55]([CH3:61])=[C:56]([C:57]([N:73]3[CH2:72][CH2:71][N:70]([C:65]4[CH:66]=[CH:67][CH:68]=[CH:69][C:64]=4[O:63][CH3:62])[CH2:75][CH2:74]3)=[O:59])[CH:60]=2)(=[O:50])=[O:51])=[CH:46][CH:47]=1, predict the reactants needed to synthesize it. The reactants are: C(N1C=C(COC2C=CC(NS(C3C=CC(C)=C(C=3)C(O)=O)(=O)=O)=CC=2)N=N1)C1C=CC=CC=1.[O:35]1[CH:39]=[N:38][N:37]=[C:36]1[CH2:40][O:41][C:42]1[CH:47]=[CH:46][C:45]([NH:48][S:49]([C:52]2[CH:53]=[CH:54][C:55]([CH3:61])=[C:56]([CH:60]=2)[C:57]([OH:59])=O)(=[O:51])=[O:50])=[CH:44][CH:43]=1.[CH3:62][O:63][C:64]1[CH:69]=[CH:68][CH:67]=[CH:66][C:65]=1[N:70]1[CH2:75][CH2:74][NH:73][CH2:72][CH2:71]1.